From a dataset of Catalyst prediction with 721,799 reactions and 888 catalyst types from USPTO. Predict which catalyst facilitates the given reaction. (1) Reactant: Br[C:2]1[N:7]=[CH:6][C:5]([CH2:8][N:9]2[C:18]3[C:13](=[CH:14][CH:15]=[CH:16][CH:17]=3)[C:12](=[O:19])[C:11]([C:20]([O:22][CH2:23][CH3:24])=[O:21])=[N:10]2)=[CH:4][CH:3]=1.C([Sn](CCCC)(CCCC)[C:30]1[N:31]=[CH:32][S:33][CH:34]=1)CCC.[F-].[Cs+].O. Product: [O:19]=[C:12]1[C:13]2[C:18](=[CH:17][CH:16]=[CH:15][CH:14]=2)[N:9]([CH2:8][C:5]2[CH:6]=[N:7][C:2]([C:30]3[N:31]=[CH:32][S:33][CH:34]=3)=[CH:3][CH:4]=2)[N:10]=[C:11]1[C:20]([O:22][CH2:23][CH3:24])=[O:21]. The catalyst class is: 555. (2) Reactant: [CH3:1][O:2][C:3]1[CH:4]=[C:5]([C:15]2[N:38](COCC[Si](C)(C)C)[C:18]3[N:19]=[CH:20][N:21]=[C:22]([C:23]4[CH:24]=[CH:25][C:26]([O:31][CH:32]5[CH2:37][CH2:36][O:35][CH2:34][CH2:33]5)=[C:27]([CH:30]=4)[C:28]#[N:29])[C:17]=3[CH:16]=2)[CH:6]=[CH:7][C:8]=1[N:9]1[CH2:14][CH2:13][O:12][CH2:11][CH2:10]1.[C:47]([OH:53])([C:49]([F:52])([F:51])[F:50])=[O:48]. Product: [CH3:1][O:2][C:3]1[CH:4]=[C:5]([C:15]2[NH:38][C:18]3[N:19]=[CH:20][N:21]=[C:22]([C:23]4[CH:24]=[CH:25][C:26]([O:31][CH:32]5[CH2:33][CH2:34][O:35][CH2:36][CH2:37]5)=[C:27]([CH:30]=4)[C:28]#[N:29])[C:17]=3[CH:16]=2)[CH:6]=[CH:7][C:8]=1[N:9]1[CH2:14][CH2:13][O:12][CH2:11][CH2:10]1.[C:47]([OH:53])([C:49]([F:52])([F:51])[F:50])=[O:48]. The catalyst class is: 2. (3) Reactant: [F:1][C:2]1[CH:3]=[C:4]([CH:6]=[CH:7][C:8]=1[O:9][C:10]1[CH:15]=[CH:14][N:13]=[C:12]2[CH:16]=[C:17]([C:19]3[N:20]([CH3:24])[CH:21]=[CH:22][N:23]=3)[S:18][C:11]=12)[NH2:5].[C:25]1([C:31]2[S:35][C:34]([C:36](Cl)=[O:37])=[N:33][CH:32]=2)[CH:30]=[CH:29][CH:28]=[CH:27][CH:26]=1.CCN(C(C)C)C(C)C. Product: [F:1][C:2]1[CH:3]=[C:4]([NH:5][C:36]([C:34]2[S:35][C:31]([C:25]3[CH:26]=[CH:27][CH:28]=[CH:29][CH:30]=3)=[CH:32][N:33]=2)=[O:37])[CH:6]=[CH:7][C:8]=1[O:9][C:10]1[CH:15]=[CH:14][N:13]=[C:12]2[CH:16]=[C:17]([C:19]3[N:20]([CH3:24])[CH:21]=[CH:22][N:23]=3)[S:18][C:11]=12. The catalyst class is: 2.